This data is from Forward reaction prediction with 1.9M reactions from USPTO patents (1976-2016). The task is: Predict the product of the given reaction. (1) The product is: [CH2:1]([O:8][CH2:9][CH2:10][C:11]1[N:12]=[C:13]([C:17]2[CH:22]=[CH:21][C:20]([N:46]([CH3:45])[C:47]3[CH:52]=[CH:51][CH:50]=[CH:49][CH:48]=3)=[CH:19][CH:18]=2)[O:14][C:15]=1[CH3:16])[C:2]1[CH:7]=[CH:6][CH:5]=[CH:4][CH:3]=1. Given the reactants [CH2:1]([O:8][CH2:9][CH2:10][C:11]1[N:12]=[C:13]([C:17]2[CH:22]=[CH:21][C:20](Br)=[CH:19][CH:18]=2)[O:14][C:15]=1[CH3:16])[C:2]1[CH:7]=[CH:6][CH:5]=[CH:4][CH:3]=1.C(P(C(C)(C)C)C1C=CC=CC=1C1C=CC=CC=1)(C)(C)C.[CH3:45][NH:46][C:47]1[CH:52]=[CH:51][CH:50]=[CH:49][CH:48]=1.CC(C)([O-])C.[Na+], predict the reaction product. (2) Given the reactants [CH3:1][O:2][C:3]([C:5]1[C:9]([NH2:10])=[CH:8][S:7][CH:6]=1)=[O:4].[Cl:11][CH:12]([F:16])[C:13](Cl)=[O:14].C(N(CC)CC)C, predict the reaction product. The product is: [CH3:1][O:2][C:3]([C:5]1[C:9]([NH:10][C:13](=[O:14])[CH:12]([Cl:11])[F:16])=[CH:8][S:7][CH:6]=1)=[O:4].